Dataset: Experimentally validated miRNA-target interactions with 360,000+ pairs, plus equal number of negative samples. Task: Binary Classification. Given a miRNA mature sequence and a target amino acid sequence, predict their likelihood of interaction. (1) The miRNA is hsa-miR-5584-5p with sequence CAGGGAAAUGGGAAGAACUAGA. The protein sequence of the target gene is MQRSRAGADEAALLLAGLALRELEPGCGSPGRGRRGPRPGPGDEAAPALGRRGKGSGGPEAGADGLSRGERGPRRAAVPELSAQPAGSPRASLAGSDGGGGGGSARSSGISLGYDQRHGSPRSGRSDPRPGPGPPSVGSARSSVSSLGSRGSAGAYADFLPPGACPAPARSPEPAGPAPFPLPALPLPPGREGGPSAAERRLEALTRELERALEARTARDYFGICIKCGLGIYGAQQACQAMGSLYHTDCFTCDSCGRRLRGKAFYNVGEKVYCQEDFLYSGFQQTADKCSVCGHLIMEM.... Result: 1 (interaction). (2) The miRNA is hsa-miR-4519 with sequence CAGCAGUGCGCAGGGCUG. The protein sequence of the target gene is MASSTSLPAPGSRPKKPLGKMADWFRQTLLKKPKKRPNSPESTSSDASQPTSQDSPLPPSLSSVTSPSLPPTHASDSGSSRWSKDYDVCVCHSEEDLVAAQDLVSYLEGSTASLRCFLQLRDATPGGAIVSELCQALSSSHCRVLLITPGFLQDPWCKYQMLQALTEAPGAEGCTIPLLSGLSRAAYPPELRFMYYVDGRGPDGGFRQVKEAVMRYLQTLS. Result: 0 (no interaction).